Dataset: Forward reaction prediction with 1.9M reactions from USPTO patents (1976-2016). Task: Predict the product of the given reaction. (1) The product is: [F:16][C:17]1[CH:22]=[CH:21][CH:20]=[CH:19][C:18]=1[CH:23]([C:3]1[C:4]2[C:9](=[CH:8][C:7]([N:10]3[CH2:15][CH2:14][O:13][CH2:12][CH2:11]3)=[CH:6][CH:5]=2)[NH:1][CH:2]=1)[CH2:24][N+:25]([O-:27])=[O:26]. Given the reactants [NH:1]1[C:9]2[C:4](=[CH:5][CH:6]=[C:7]([N:10]3[CH2:15][CH2:14][O:13][CH2:12][CH2:11]3)[CH:8]=2)[CH:3]=[CH:2]1.[F:16][C:17]1[CH:22]=[CH:21][CH:20]=[CH:19][C:18]=1/[CH:23]=[CH:24]/[N+:25]([O-:27])=[O:26], predict the reaction product. (2) Given the reactants N1C=CC=CC=1.[CH3:7][O:8][C:9]1[CH:10]=[C:11]([CH:13]=[CH:14][CH:15]=1)[NH2:12].[C:16]1([C:22]2[CH:30]=[CH:29][CH:28]=[CH:27][C:23]=2[C:24](Cl)=[O:25])[CH:21]=[CH:20][CH:19]=[CH:18][CH:17]=1.Cl, predict the reaction product. The product is: [CH3:7][O:8][C:9]1[CH:10]=[C:11]([NH:12][C:24]([C:23]2[C:22]([C:16]3[CH:21]=[CH:20][CH:19]=[CH:18][CH:17]=3)=[CH:30][CH:29]=[CH:28][CH:27]=2)=[O:25])[CH:13]=[CH:14][CH:15]=1. (3) Given the reactants [Br:1][C:2]1[CH:3]=[C:4]2[C:8](=[CH:9][CH:10]=1)[CH2:7][CH:6]([NH2:11])[CH2:5]2.[C@:12]12([CH2:22][S:23]([OH:26])(=[O:25])=[O:24])[C:19]([CH3:21])([CH3:20])[CH:16]([CH2:17][CH2:18]1)[CH2:15][C:13]2=[O:14], predict the reaction product. The product is: [Br:1][C:2]1[CH:3]=[C:4]2[C:8](=[CH:9][CH:10]=1)[CH2:7][C@@H:6]([NH2:11])[CH2:5]2.[C@:12]12([CH2:22][S:23]([OH:26])(=[O:24])=[O:25])[C:19]([CH3:21])([CH3:20])[CH:16]([CH2:17][CH2:18]1)[CH2:15][C:13]2=[O:14].[Br:1][C:2]1[CH:3]=[C:4]2[C:8](=[CH:9][CH:10]=1)[CH2:7][C@@H:6]([NH2:11])[CH2:5]2.